This data is from Forward reaction prediction with 1.9M reactions from USPTO patents (1976-2016). The task is: Predict the product of the given reaction. (1) The product is: [CH:13]1([N:10]2[CH:11]=[CH:12][C:8]([C:5]3[CH:4]=[CH:3][C:2]([F:1])=[CH:7][CH:6]=3)=[N:9]2)[CH2:15][CH2:14]1. Given the reactants [F:1][C:2]1[CH:7]=[CH:6][C:5]([C:8]2[CH:12]=[CH:11][NH:10][N:9]=2)=[CH:4][CH:3]=1.[CH:13]1(B(O)O)[CH2:15][CH2:14]1.N1C=CC=CC=1, predict the reaction product. (2) Given the reactants C([O:3][C:4]([C:6]1[C:7]([C:23]2[CH:28]=[CH:27][N:26]=[CH:25][CH:24]=2)=[N:8][N:9]([C:12]2[CH:17]=[CH:16][CH:15]=[C:14]([O:18][C:19]([F:22])([F:21])[F:20])[CH:13]=2)[C:10]=1[CH3:11])=[O:5])C.O.[OH-].[Li+], predict the reaction product. The product is: [CH3:11][C:10]1[N:9]([C:12]2[CH:17]=[CH:16][CH:15]=[C:14]([O:18][C:19]([F:21])([F:20])[F:22])[CH:13]=2)[N:8]=[C:7]([C:23]2[CH:28]=[CH:27][N:26]=[CH:25][CH:24]=2)[C:6]=1[C:4]([OH:5])=[O:3]. (3) Given the reactants [C:1](Cl)(=O)[C:2]([Cl:4])=[O:3].[C:7]([O:11][C:12]([NH:14][C:15]1[S:16]C(C(O)=O)=[CH:18][N:19]=1)=[O:13])([CH3:10])([CH3:9])[CH3:8], predict the reaction product. The product is: [C:7]([O:11][C:12](=[O:13])[NH:14][C:15]1[S:16][C:1]([C:2]([Cl:4])=[O:3])=[CH:18][N:19]=1)([CH3:10])([CH3:8])[CH3:9]. (4) Given the reactants [NH2:1][C:2]1[CH:3]=[C:4]([C:9]2[N:10]([CH2:22][CH3:23])[C:11]3[C:16]([C:17]=2[C:18]#[N:19])=[CH:15][CH:14]=[C:13]([O:20][CH3:21])[CH:12]=3)[CH:5]=[CH:6][C:7]=1[OH:8].C1N=CN([C:29](N2C=NC=C2)=[O:30])C=1, predict the reaction product. The product is: [CH2:22]([N:10]1[C:11]2[C:16](=[CH:15][CH:14]=[C:13]([O:20][CH3:21])[CH:12]=2)[C:17]([C:18]#[N:19])=[C:9]1[C:4]1[CH:5]=[CH:6][C:7]2[O:8][C:29](=[O:30])[NH:1][C:2]=2[CH:3]=1)[CH3:23]. (5) Given the reactants [NH:1]1[CH2:6][CH2:5][C:4](=[O:7])[CH2:3][CH2:2]1.Cl[CH2:9][C:10]1[S:11][CH:12]=[CH:13][CH:14]=1, predict the reaction product. The product is: [S:11]1[CH:12]=[CH:13][CH:14]=[C:10]1[CH2:9][N:1]1[CH2:6][CH2:5][C:4](=[O:7])[CH2:3][CH2:2]1.